The task is: Predict the product of the given reaction.. This data is from Forward reaction prediction with 1.9M reactions from USPTO patents (1976-2016). Given the reactants [C:1]1([C@@H:7]2[CH2:12][O:11][CH2:10][CH2:9][NH:8]2)[CH:6]=[CH:5][CH:4]=[CH:3][CH:2]=1.Br[C:14]1[CH:15]=[CH:16][C:17]2[O:18][CH2:19][C:20](=[O:24])[NH:21][C:22]=2[N:23]=1, predict the reaction product. The product is: [C:1]1([C@H:7]2[N:8]([C:14]3[CH:15]=[CH:16][C:17]4[O:18][CH2:19][C:20](=[O:24])[NH:21][C:22]=4[N:23]=3)[CH2:9][CH2:10][O:11][CH2:12]2)[CH:2]=[CH:3][CH:4]=[CH:5][CH:6]=1.